This data is from NCI-60 drug combinations with 297,098 pairs across 59 cell lines. The task is: Regression. Given two drug SMILES strings and cell line genomic features, predict the synergy score measuring deviation from expected non-interaction effect. (1) Drug 1: CC1OCC2C(O1)C(C(C(O2)OC3C4COC(=O)C4C(C5=CC6=C(C=C35)OCO6)C7=CC(=C(C(=C7)OC)O)OC)O)O. Drug 2: CC1=C2C(C(=O)C3(C(CC4C(C3C(C(C2(C)C)(CC1OC(=O)C(C(C5=CC=CC=C5)NC(=O)OC(C)(C)C)O)O)OC(=O)C6=CC=CC=C6)(CO4)OC(=O)C)O)C)O. Cell line: SF-268. Synergy scores: CSS=12.2, Synergy_ZIP=-13.3, Synergy_Bliss=-10.6, Synergy_Loewe=-13.5, Synergy_HSA=-8.15. (2) Drug 1: C1=C(C(=O)NC(=O)N1)N(CCCl)CCCl. Drug 2: CC=C1C(=O)NC(C(=O)OC2CC(=O)NC(C(=O)NC(CSSCCC=C2)C(=O)N1)C(C)C)C(C)C. Cell line: HL-60(TB). Synergy scores: CSS=73.7, Synergy_ZIP=0.247, Synergy_Bliss=-2.28, Synergy_Loewe=-10.6, Synergy_HSA=-0.0161. (3) Drug 2: C1=CC(=CC=C1CCCC(=O)O)N(CCCl)CCCl. Cell line: HOP-92. Drug 1: CNC(=O)C1=CC=CC=C1SC2=CC3=C(C=C2)C(=NN3)C=CC4=CC=CC=N4. Synergy scores: CSS=34.5, Synergy_ZIP=-6.16, Synergy_Bliss=-1.98, Synergy_Loewe=-2.62, Synergy_HSA=-2.27. (4) Drug 1: C1=CN(C(=O)N=C1N)C2C(C(C(O2)CO)O)O.Cl. Drug 2: COCCOC1=C(C=C2C(=C1)C(=NC=N2)NC3=CC=CC(=C3)C#C)OCCOC.Cl. Synergy scores: CSS=24.9, Synergy_ZIP=3.73, Synergy_Bliss=6.70, Synergy_Loewe=-17.3, Synergy_HSA=5.03. Cell line: SW-620. (5) Drug 1: C1CN1P(=S)(N2CC2)N3CC3. Drug 2: C(CN)CNCCSP(=O)(O)O. Cell line: SF-295. Synergy scores: CSS=30.3, Synergy_ZIP=-11.8, Synergy_Bliss=-5.50, Synergy_Loewe=-42.5, Synergy_HSA=-5.16.